This data is from Forward reaction prediction with 1.9M reactions from USPTO patents (1976-2016). The task is: Predict the product of the given reaction. (1) The product is: [CH2:23]([NH:29][C:17]([N:18]1[C:19]([CH3:20])([CH3:32])[CH2:14][C:15](=[O:22])[NH:16][C:5]1=[O:11])=[O:21])[CH2:24][CH2:25][CH2:26][CH2:27][CH3:28]. Given the reactants ClC(Cl)(O[C:5](=[O:11])OC(Cl)(Cl)Cl)Cl.C[C:14]1[C:15](=[O:22])[NH:16][C:17](=[O:21])[NH:18][C:19]=1[CH3:20].[CH2:23]([NH2:29])[CH2:24][CH2:25][CH2:26][CH2:27][CH3:28].O.N1C=CC=C[CH:32]=1, predict the reaction product. (2) Given the reactants [OH:1]OS([O-])=O.[K+].[Cl:7][C:8]1[CH:13]=[C:12]([S:14][CH2:15][CH:16]=[CH2:17])[CH:11]=[CH:10][C:9]=1[NH:18][C:19](=[O:27])[C@:20]([OH:26])([CH3:25])[C:21]([F:24])([F:23])[F:22].[OH2:28], predict the reaction product. The product is: [Cl:7][C:8]1[CH:13]=[C:12]([S:14]([CH2:15][CH:16]=[CH2:17])(=[O:1])=[O:28])[CH:11]=[CH:10][C:9]=1[NH:18][C:19](=[O:27])[C@:20]([OH:26])([CH3:25])[C:21]([F:24])([F:22])[F:23]. (3) Given the reactants [CH2:1]([NH:6][C:7]1[CH:15]=[CH:14][CH:13]=[CH:12][C:8]=1[C:9]([OH:11])=O)[C:2]([CH3:5])([CH3:4])[CH3:3].CCN=C=NCCCN(C)C.C1C=CC2N(O)N=NC=2C=1.CCN(C(C)C)C(C)C.[CH3:46][C:47]([NH2:51])([C:49]#[CH:50])[CH3:48], predict the reaction product. The product is: [CH3:46][C:47]([NH:51][C:9](=[O:11])[C:8]1[CH:12]=[CH:13][CH:14]=[CH:15][C:7]=1[NH:6][CH2:1][C:2]([CH3:3])([CH3:4])[CH3:5])([C:49]#[CH:50])[CH3:48]. (4) Given the reactants C1(P(C2C=CC=CC=2)C2C=CC=CC=2)C=CC=CC=1.[Br:20]Br.[Cl:22][C:23]1[CH:28]=[CH:27][C:26]([C@@H:29]([CH3:33])[CH2:30][CH2:31]O)=[CH:25][CH:24]=1, predict the reaction product. The product is: [Br:20][CH2:31][CH2:30][C@@H:29]([C:26]1[CH:27]=[CH:28][C:23]([Cl:22])=[CH:24][CH:25]=1)[CH3:33].